From a dataset of Full USPTO retrosynthesis dataset with 1.9M reactions from patents (1976-2016). Predict the reactants needed to synthesize the given product. (1) Given the product [Br:11][C:5]1[CH:6]=[C:7]([N+:8]([O-:10])=[O:9])[C:2]([C:12]#[N:14])=[N:3][CH:4]=1, predict the reactants needed to synthesize it. The reactants are: Br[C:2]1[C:7]([N+:8]([O-:10])=[O:9])=[CH:6][C:5]([Br:11])=[CH:4][N:3]=1.[CH2:12]([N:14](CC)C(=O)C)C. (2) Given the product [CH3:1][C:2]1[N:7]=[C:6]2[N:8]=[C:9]([S:11][CH3:12])[O:10][C:5]2=[CH:4][CH:3]=1, predict the reactants needed to synthesize it. The reactants are: [CH3:1][C:2]1[N:7]=[C:6]2[N:8]=[C:9]([SH:11])[O:10][C:5]2=[CH:4][CH:3]=1.[C:12](=O)([O-])[O-].[K+].[K+].CI. (3) Given the product [C:31]([C:26]1[CH:27]=[C:28]2[C:23](=[C:24]([F:35])[CH:25]=1)[C:22](=[O:36])[N:21]([C:7]1[CH:8]=[CH:9][CH:10]=[C:11]([C:38]3[N:39]=[C:40]([NH:47][C:48]4[CH:49]=[CH:50][C:51]([CH:54]5[CH2:59][CH2:58][N:57]([CH3:60])[CH2:56][CH2:55]5)=[CH:52][CH:53]=4)[C:41]4[N:42]([CH:44]=[CH:45][N:46]=4)[CH:43]=3)[C:6]=1[CH2:5][O:4][C:1](=[O:3])[CH3:2])[N:30]=[CH:29]2)([CH3:33])([CH3:32])[CH3:34], predict the reactants needed to synthesize it. The reactants are: [C:1]([O:4][CH2:5][C:6]1[C:11](B2OC(C)(C)C(C)(C)O2)=[CH:10][CH:9]=[CH:8][C:7]=1[N:21]1[N:30]=[CH:29][C:28]2[C:23](=[C:24]([F:35])[CH:25]=[C:26]([C:31]([CH3:34])([CH3:33])[CH3:32])[CH:27]=2)[C:22]1=[O:36])(=[O:3])[CH3:2].Br[C:38]1[N:39]=[C:40]([NH:47][C:48]2[CH:53]=[CH:52][C:51]([CH:54]3[CH2:59][CH2:58][N:57]([CH3:60])[CH2:56][CH2:55]3)=[CH:50][CH:49]=2)[C:41]2[N:42]([CH:44]=[CH:45][N:46]=2)[CH:43]=1.C([O-])([O-])=O.[K+].[K+].CC(C1C=C(C(C)C)C(C2C=CC=CC=2P(C2CCCCC2)C2CCCCC2)=C(C(C)C)C=1)C. (4) Given the product [O:40]1[CH2:39][CH2:38][N:37]([C:36]2[NH:35][N:34]=[C:24]3[C:23]=2[CH2:22][CH2:21][C:20]2[N:19]=[C:18]([C:15]4[CH:14]=[CH:13][C:12]([C:8]5([NH2:7])[CH2:11][CH2:10][CH2:9]5)=[CH:17][CH:16]=4)[C:27]([C:28]4[CH:29]=[CH:30][CH:31]=[CH:32][CH:33]=4)=[CH:26][C:25]3=2)[CH2:42][CH2:41]1, predict the reactants needed to synthesize it. The reactants are: C(OC(=O)[NH:7][C:8]1([C:12]2[CH:17]=[CH:16][C:15]([C:18]3[C:27]([C:28]4[CH:33]=[CH:32][CH:31]=[CH:30][CH:29]=4)=[CH:26][C:25]4[C:24]5=[N:34][NH:35][C:36]([N:37]6[CH2:42][CH2:41][O:40][CH2:39][CH2:38]6)=[C:23]5[CH2:22][CH2:21][C:20]=4[N:19]=3)=[CH:14][CH:13]=2)[CH2:11][CH2:10][CH2:9]1)(C)(C)C. (5) Given the product [OH:1][C@H:2]1[CH2:7][CH2:6][C@H:5]([NH:8][C:9]2[N:18]=[CH:17][C:16]3[C:11](=[C:12]([O:20][CH2:21][C:22]([OH:24])=[O:23])[C:13]([CH3:19])=[CH:14][CH:15]=3)[N:10]=2)[CH2:4][CH2:3]1, predict the reactants needed to synthesize it. The reactants are: [OH:1][C@H:2]1[CH2:7][CH2:6][C@H:5]([NH:8][C:9]2[N:18]=[CH:17][C:16]3[C:11](=[C:12]([O:20][CH2:21][C:22]([O:24]C)=[O:23])[C:13]([CH3:19])=[CH:14][CH:15]=3)[N:10]=2)[CH2:4][CH2:3]1.[OH-].[Na+].CCOC(C)=O. (6) The reactants are: [CH3:1][O:2][C:3]([C:5]1[CH:6]=[C:7]2[C:12](=[CH:13][CH:14]=1)[N:11]=[CH:10][CH:9]=[CH:8]2)=[O:4].S([O-])([O-])(=O)=O.OO.C(=O)([O-])[O-].[K+].[K+].[CH:28]([NH2:30])=[O:29]. Given the product [CH3:1][O:2][C:3]([C:5]1[CH:6]=[C:7]2[C:12](=[CH:13][CH:14]=1)[N:11]=[C:10]([C:28]([NH2:30])=[O:29])[CH:9]=[CH:8]2)=[O:4], predict the reactants needed to synthesize it. (7) Given the product [Br:1][C:2]1[CH:3]=[C:4]2[C:8](=[CH:9][CH:10]=1)[N:7]([CH3:20])[C:6]1[C:11]([CH2:15][CH3:16])=[N:12][CH:13]=[CH:14][C:5]2=1, predict the reactants needed to synthesize it. The reactants are: [Br:1][C:2]1[CH:3]=[C:4]2[C:8](=[CH:9][CH:10]=1)[NH:7][C:6]1[C:11]([CH2:15][CH3:16])=[N:12][CH:13]=[CH:14][C:5]2=1.[H-].[Na+].I[CH3:20].